From a dataset of Reaction yield outcomes from USPTO patents with 853,638 reactions. Predict the reaction yield, written as a fraction of the theoretical maximum amount of product (1.0 means a 100% yield; for example, 0.34 means a 34% yield). The catalyst is O1CCCC1.CC(C)[O-].CC(C)[O-].CC(C)[O-].CC(C)[O-].[Ti+4].O. The product is [Cl:1][C:2]1[CH:9]=[CH:8][C:5](/[CH:6]=[N:16]/[S:14]([C:11]([CH3:13])([CH3:12])[CH3:10])=[O:15])=[CH:4][CH:3]=1. The reactants are [Cl:1][C:2]1[CH:9]=[CH:8][C:5]([CH:6]=O)=[CH:4][CH:3]=1.[CH3:10][C:11]([S@@:14]([NH2:16])=[O:15])([CH3:13])[CH3:12].CC([S@](N)=O)(C)C.C(Cl)Cl. The yield is 0.787.